This data is from Merck oncology drug combination screen with 23,052 pairs across 39 cell lines. The task is: Regression. Given two drug SMILES strings and cell line genomic features, predict the synergy score measuring deviation from expected non-interaction effect. (1) Drug 1: CCC1(O)CC2CN(CCc3c([nH]c4ccccc34)C(C(=O)OC)(c3cc4c(cc3OC)N(C)C3C(O)(C(=O)OC)C(OC(C)=O)C5(CC)C=CCN6CCC43C65)C2)C1. Drug 2: CC1(c2nc3c(C(N)=O)cccc3[nH]2)CCCN1. Cell line: NCIH1650. Synergy scores: synergy=-29.0. (2) Drug 1: COc1cc(C2c3cc4c(cc3C(OC3OC5COC(C)OC5C(O)C3O)C3COC(=O)C23)OCO4)cc(OC)c1O. Drug 2: CCN(CC)CCNC(=O)c1c(C)[nH]c(C=C2C(=O)Nc3ccc(F)cc32)c1C. Cell line: A375. Synergy scores: synergy=2.43. (3) Drug 1: CCC1(O)CC2CN(CCc3c([nH]c4ccccc34)C(C(=O)OC)(c3cc4c(cc3OC)N(C)C3C(O)(C(=O)OC)C(OC(C)=O)C5(CC)C=CCN6CCC43C65)C2)C1. Drug 2: Cn1c(=O)n(-c2ccc(C(C)(C)C#N)cc2)c2c3cc(-c4cnc5ccccc5c4)ccc3ncc21. Cell line: NCIH23. Synergy scores: synergy=-2.38. (4) Drug 1: O=P1(N(CCCl)CCCl)NCCCO1. Drug 2: CNC(=O)c1cc(Oc2ccc(NC(=O)Nc3ccc(Cl)c(C(F)(F)F)c3)cc2)ccn1. Cell line: OVCAR3. Synergy scores: synergy=-10.7. (5) Drug 1: CS(=O)(=O)CCNCc1ccc(-c2ccc3ncnc(Nc4ccc(OCc5cccc(F)c5)c(Cl)c4)c3c2)o1. Drug 2: CC1(c2nc3c(C(N)=O)cccc3[nH]2)CCCN1. Cell line: HT29. Synergy scores: synergy=7.88.